From a dataset of Forward reaction prediction with 1.9M reactions from USPTO patents (1976-2016). Predict the product of the given reaction. (1) The product is: [F:20][C:15]1[CH:16]=[CH:17][CH:18]=[CH:19][C:14]=1/[CH:13]=[CH:12]/[CH:9]1[CH2:8][CH2:7][NH:6][CH2:11][CH2:10]1. Given the reactants C(OC([N:6]1[CH2:11][CH2:10][CH:9](/[CH:12]=[CH:13]/[C:14]2[CH:19]=[CH:18][CH:17]=[CH:16][C:15]=2[F:20])[CH2:8][CH2:7]1)=O)=C.Cl.CO, predict the reaction product. (2) Given the reactants [CH2:1]([O:8][CH2:9][C:10]1([C:16]([O:18][CH3:19])=[O:17])[CH2:14][C:13](=[O:15])[NH:12][CH2:11]1)[C:2]1[CH:7]=[CH:6][CH:5]=[CH:4][CH:3]=1.I[C:21]1[CH:22]=[N:23][N:24]2[CH2:29][C@H:28]([CH3:30])[N:27]([C:31]([O:33][C:34]([CH3:37])([CH3:36])[CH3:35])=[O:32])[CH2:26][C:25]=12.[O-]P([O-])([O-])=O.[K+].[K+].[K+].CN[C@@H]1CCCC[C@H]1NC, predict the reaction product. The product is: [CH2:1]([O:8][CH2:9][C:10]1([C:16]([O:18][CH3:19])=[O:17])[CH2:11][N:12]([C:21]2[CH:22]=[N:23][N:24]3[CH2:29][C@H:28]([CH3:30])[N:27]([C:31]([O:33][C:34]([CH3:35])([CH3:37])[CH3:36])=[O:32])[CH2:26][C:25]=23)[C:13](=[O:15])[CH2:14]1)[C:2]1[CH:3]=[CH:4][CH:5]=[CH:6][CH:7]=1.